From a dataset of NCI-60 drug combinations with 297,098 pairs across 59 cell lines. Regression. Given two drug SMILES strings and cell line genomic features, predict the synergy score measuring deviation from expected non-interaction effect. Drug 2: CC1=C(C(=O)C2=C(C1=O)N3CC4C(C3(C2COC(=O)N)OC)N4)N. Cell line: A498. Synergy scores: CSS=30.7, Synergy_ZIP=0.811, Synergy_Bliss=6.30, Synergy_Loewe=6.65, Synergy_HSA=6.99. Drug 1: CN1CCC(CC1)COC2=C(C=C3C(=C2)N=CN=C3NC4=C(C=C(C=C4)Br)F)OC.